Dataset: Catalyst prediction with 721,799 reactions and 888 catalyst types from USPTO. Task: Predict which catalyst facilitates the given reaction. (1) Reactant: C(O[BH-](OC(=O)C)OC(=O)C)(=O)C.[Na+].[CH3:15][C:16]1([C:21]([OH:23])=[O:22])[CH2:20][CH2:19][NH:18][CH2:17]1.[O:24]([C:31]1[CH:32]=[C:33]([CH:36]=[CH:37][CH:38]=1)[CH:34]=O)[C:25]1[CH:30]=[CH:29][CH:28]=[CH:27][CH:26]=1. Product: [CH3:15][C:16]1([C:21]([OH:23])=[O:22])[CH2:20][CH2:19][N:18]([CH2:34][C:33]2[CH:36]=[CH:37][CH:38]=[C:31]([O:24][C:25]3[CH:30]=[CH:29][CH:28]=[CH:27][CH:26]=3)[CH:32]=2)[CH2:17]1. The catalyst class is: 2. (2) Reactant: [NH2:1][C:2]1[C:3]([C:12]([NH:14][C@H:15]([C:23]([O:25][CH3:26])=[O:24])[CH2:16][CH2:17][CH2:18][C:19]([F:22])([F:21])[F:20])=[O:13])=[CH:4][C:5]2[C:10]([CH:11]=1)=[CH:9][CH:8]=[CH:7][CH:6]=2.[N:27]([C:30]1[C:35]([CH3:36])=[CH:34][C:33]([CH3:37])=[CH:32][C:31]=1[CH3:38])=[C:28]=[O:29]. Product: [F:22][C:19]([F:20])([F:21])[CH2:18][CH2:17][CH2:16][C@@H:15]([C:23]([O:25][CH3:26])=[O:24])[NH:14][C:12]([C:3]1[C:2]([NH:1][C:28]([NH:27][C:30]2[C:31]([CH3:38])=[CH:32][C:33]([CH3:37])=[CH:34][C:35]=2[CH3:36])=[O:29])=[CH:11][C:10]2[C:5](=[CH:6][CH:7]=[CH:8][CH:9]=2)[CH:4]=1)=[O:13]. The catalyst class is: 17. (3) Reactant: C([NH:9][C:10]([NH:12][C:13]1[CH:27]=[CH:26][C:16]([CH2:17][NH:18][C:19](=[O:25])[O:20][C:21]([CH3:24])([CH3:23])[CH3:22])=[CH:15][CH:14]=1)=[S:11])(=O)C1C=CC=CC=1.C([O-])([O-])=O.[K+].[K+].O. Product: [NH2:9][C:10]([NH:12][C:13]1[CH:14]=[CH:15][C:16]([CH2:17][NH:18][C:19](=[O:25])[O:20][C:21]([CH3:23])([CH3:24])[CH3:22])=[CH:26][CH:27]=1)=[S:11]. The catalyst class is: 5. (4) Reactant: [F:1][C:2]1[CH:7]=[CH:6][C:5]([N:8]2[CH2:13][CH2:12][N:11]([CH2:14][CH2:15][CH2:16][N:17]3[CH2:22][C:21](=[O:23])[C:20]4[N:24]([CH3:27])[CH:25]=[CH:26][C:19]=4[S:18]3(=[O:29])=[O:28])[CH2:10][CH2:9]2)=[CH:4][CH:3]=1.[BH4-].[Na+].O. Product: [F:1][C:2]1[CH:3]=[CH:4][C:5]([N:8]2[CH2:13][CH2:12][N:11]([CH2:14][CH2:15][CH2:16][N:17]3[CH2:22][CH:21]([OH:23])[C:20]4[N:24]([CH3:27])[CH:25]=[CH:26][C:19]=4[S:18]3(=[O:29])=[O:28])[CH2:10][CH2:9]2)=[CH:6][CH:7]=1. The catalyst class is: 8. (5) Product: [F:1][C:2]1[CH:7]=[C:6]([I:8])[CH:5]=[CH:4][C:3]=1[NH:9][C:21]1[C:20]([F:22])=[C:19]2[C:14]([C:15]([CH3:23])=[N:16][CH:17]=[N:18]2)=[CH:13][C:12]=1[NH:11][S:24]([C:27]1([CH2:30][CH2:31][O:32][Si:33]([C:36]([CH3:39])([CH3:38])[CH3:37])([CH3:34])[CH3:35])[CH2:28][CH2:29]1)(=[O:25])=[O:26]. Reactant: [F:1][C:2]1[CH:7]=[C:6]([I:8])[CH:5]=[CH:4][C:3]=1[N:9]1[C:21]2[C:12](=[CH:13][C:14]3[C:15]([CH3:23])=[N:16][CH:17]=[N:18][C:19]=3[C:20]=2[F:22])[N:11]([S:24]([C:27]2([CH2:30][CH2:31][O:32][Si:33]([C:36]([CH3:39])([CH3:38])[CH3:37])([CH3:35])[CH3:34])[CH2:29][CH2:28]2)(=[O:26])=[O:25])C1=O.C[Si](C)(C)[O-].[K+]. The catalyst class is: 1.